Dataset: Catalyst prediction with 721,799 reactions and 888 catalyst types from USPTO. Task: Predict which catalyst facilitates the given reaction. (1) The catalyst class is: 5. Reactant: [C:1]([O:11]C)(=O)[CH:2]=[CH:3][C:4]1[CH:9]=[CH:8][CH:7]=[CH:6][CH:5]=1.[NH3:13]. Product: [C:1]([NH2:13])(=[O:11])[CH:2]=[CH:3][C:4]1[CH:9]=[CH:8][CH:7]=[CH:6][CH:5]=1. (2) Reactant: O=[C:2]([C:6]1[CH:7]=[N:8][CH:9]=[CH:10][CH:11]=1)[CH2:3][C:4]#[N:5].[CH2:12]([O:14][CH:15]([O:19][CH2:20][CH3:21])[CH2:16][NH:17][NH2:18])[CH3:13].Cl. The catalyst class is: 162. Product: [CH2:12]([O:14][CH:15]([O:19][CH2:20][CH3:21])[CH2:16][N:17]1[C:4]([NH2:5])=[CH:3][C:2]([C:6]2[CH:7]=[N:8][CH:9]=[CH:10][CH:11]=2)=[N:18]1)[CH3:13].